From a dataset of Reaction yield outcomes from USPTO patents with 853,638 reactions. Predict the reaction yield, written as a fraction of the theoretical maximum amount of product (1.0 means a 100% yield; for example, 0.34 means a 34% yield). The reactants are [NH2:1][C:2]1[CH:3]=[C:4]([CH:10]=[CH:11][CH:12]=1)[C:5]([O:7]CC)=[O:6].[OH2:13].[OH-:14].[Li+].[OH-:16].[Li+].Cl. No catalyst specified. The product is [NH2:1][C@H:2]([C:3]([OH:16])=[O:14])[CH2:12][CH2:11][C:10]([NH:1][C:2]1[CH:3]=[C:4]([CH:10]=[CH:11][CH:12]=1)[C:5]([OH:7])=[O:6])=[O:13]. The yield is 0.610.